The task is: Predict the reaction yield, written as a fraction of the theoretical maximum amount of product (1.0 means a 100% yield; for example, 0.34 means a 34% yield).. This data is from Reaction yield outcomes from USPTO patents with 853,638 reactions. (1) The product is [Cl:1][C:2]1[CH:3]=[CH:4][C:5]([C:8]2[CH:16]=[CH:15][CH:14]=[C:13]3[C:9]=2/[C:10](=[CH:18]/[C:19]2[NH:23][C:22]([CH3:24])=[C:21]([C:25]([N:37]4[CH2:38][CH2:39][CH2:40][C@@H:35]([CH2:34][N:29]5[CH2:30][CH2:31][CH2:32][CH2:33]5)[CH2:36]4)=[O:27])[C:20]=2[CH3:28])/[C:11](=[O:17])[NH:12]3)=[CH:6][CH:7]=1. The yield is 0.550. The catalyst is C1COCC1.C(#N)C. The reactants are [Cl:1][C:2]1[CH:7]=[CH:6][C:5]([C:8]2[CH:16]=[CH:15][CH:14]=[C:13]3[C:9]=2/[C:10](=[CH:18]/[C:19]2[NH:23][C:22]([CH3:24])=[C:21]([C:25]([OH:27])=O)[C:20]=2[CH3:28])/[C:11](=[O:17])[NH:12]3)=[CH:4][CH:3]=1.[N:29]1([CH2:34][C@@H:35]2[CH2:40][CH2:39][CH2:38][NH:37][CH2:36]2)[CH2:33][CH2:32][CH2:31][CH2:30]1.C1C=CC2N(O)N=NC=2C=1.C(Cl)CCl. (2) The reactants are [F:1][C:2]1[CH:7]=[C:6]([N+:8]([O-])=O)[CH:5]=[CH:4][C:3]=1[CH:11]1[CH2:16][CH2:15][S:14](=[O:18])(=[O:17])[N:13]([CH2:19][CH:20]=[CH2:21])[CH2:12]1.[BH4-].[Na+].CO.[Cl-].[NH4+]. The catalyst is C1COCC1. The product is [F:1][C:2]1[CH:7]=[C:6]([NH2:8])[CH:5]=[CH:4][C:3]=1[CH:11]1[CH2:16][CH2:15][S:14](=[O:18])(=[O:17])[N:13]([CH2:19][CH:20]=[CH2:21])[CH2:12]1. The yield is 1.00.